Dataset: Retrosynthesis with 50K atom-mapped reactions and 10 reaction types from USPTO. Task: Predict the reactants needed to synthesize the given product. (1) Given the product OC1CCC2(c3ccc4ccccc4c3)CC12, predict the reactants needed to synthesize it. The reactants are: ICI.OC1C=C(c2ccc3ccccc3c2)CC1. (2) Given the product Nc1ccsc1-c1ccccc1, predict the reactants needed to synthesize it. The reactants are: O=[N+]([O-])c1ccsc1-c1ccccc1. (3) Given the product COc1cc(C#CC(=O)NC2c3ccccc3-c3ccccc32)ccc1-n1cnc(C)c1, predict the reactants needed to synthesize it. The reactants are: COc1cc(C#CC(=O)O)ccc1-n1cnc(C)c1.NC1c2ccccc2-c2ccccc21.